Dataset: Forward reaction prediction with 1.9M reactions from USPTO patents (1976-2016). Task: Predict the product of the given reaction. (1) Given the reactants CI.[CH3:3][O:4][C:5]1[CH:6]=[C:7]([SH:11])[CH:8]=[CH:9][CH:10]=1.[C:12](=O)([O-])[O-].[K+].[K+], predict the reaction product. The product is: [CH3:3][O:4][C:5]1[CH:10]=[CH:9][CH:8]=[C:7]([S:11][CH3:12])[CH:6]=1. (2) Given the reactants Cl.[F:2][C:3]1([C:9]([OH:11])=[O:10])[CH2:8][CH2:7][NH:6][CH2:5][CH2:4]1.[CH3:12][CH2:13]N(C(C)C)C(C)C.[Br:21][C:22]1[CH:23]=[N:24][C:25](Cl)=[N:26][CH:27]=1.CCCCCC, predict the reaction product. The product is: [Br:21][C:22]1[CH:23]=[N:24][C:25]([N:6]2[CH2:7][CH2:8][C:3]([F:2])([C:9]([O:11][CH2:12][CH3:13])=[O:10])[CH2:4][CH2:5]2)=[N:26][CH:27]=1. (3) Given the reactants [NH2:1][CH2:2][CH2:3][N:4]1[CH2:9][CH2:8][CH2:7][CH:6]([N:10]2[C:21]3=[C:22]4[C:17](=[CH:18][CH:19]=[CH:20]3)[CH:16]=[N:15][CH:14]=[C:13]4[CH2:12][CH2:11]2)[CH2:5]1.[CH3:23][S:24](O[S:24]([CH3:23])(=[O:26])=[O:25])(=[O:26])=[O:25], predict the reaction product. The product is: [CH3:23][S:24]([NH:1][CH2:2][CH2:3][N:4]1[CH2:9][CH2:8][CH2:7][CH:6]([N:10]2[C:21]3=[C:22]4[C:17](=[CH:18][CH:19]=[CH:20]3)[CH:16]=[N:15][CH:14]=[C:13]4[CH2:12][CH2:11]2)[CH2:5]1)(=[O:26])=[O:25]. (4) Given the reactants Cl[C:2]1[C:7]([C:8]#[N:9])=[CH:6][CH:5]=[CH:4][N:3]=1.C(=O)([O-])[O-].[K+].[K+].[CH2:16]([SH:23])[C:17]1[CH:22]=[CH:21][CH:20]=[CH:19][CH:18]=1, predict the reaction product. The product is: [C:17]1([CH2:16][S:23][C:2]2[C:7]([C:8]#[N:9])=[CH:6][CH:5]=[CH:4][N:3]=2)[CH:22]=[CH:21][CH:20]=[CH:19][CH:18]=1. (5) Given the reactants C([O-])([O-])=O.[K+].[K+].[OH:7][C:8]1[CH:13]=[CH:12][C:11]([CH2:14][CH2:15][CH:16]([CH2:21][CH2:22][CH2:23][C:24]2[CH:29]=[CH:28][CH:27]=[CH:26][CH:25]=2)[C:17]([O:19][CH3:20])=[O:18])=[CH:10][CH:9]=1.F[C:31]1[CH:38]=[CH:37][C:34]([C:35]#[N:36])=[CH:33][CH:32]=1.O, predict the reaction product. The product is: [C:35]([C:34]1[CH:37]=[CH:38][C:31]([O:7][C:8]2[CH:9]=[CH:10][C:11]([CH2:14][CH2:15][CH:16]([CH2:21][CH2:22][CH2:23][C:24]3[CH:25]=[CH:26][CH:27]=[CH:28][CH:29]=3)[C:17]([O:19][CH3:20])=[O:18])=[CH:12][CH:13]=2)=[CH:32][CH:33]=1)#[N:36].